This data is from Forward reaction prediction with 1.9M reactions from USPTO patents (1976-2016). The task is: Predict the product of the given reaction. Given the reactants [Br:1][C:2]1[CH:26]=[CH:25][C:5]([CH2:6][N:7]2[CH2:12][CH2:11][CH2:10][CH:9]([C:13]3[C:21]4[C:16](=[CH:17][CH:18]=[CH:19][CH:20]=4)[NH:15][C:14]=3[C:22]([OH:24])=O)[CH2:8]2)=[C:4]([F:27])[CH:3]=1.ON1C2C=CC=CC=2N=N1.C(N(C(C)C)CC)(C)C.[NH:47]1[CH2:52][CH2:51][O:50][CH2:49][CH2:48]1, predict the reaction product. The product is: [Br:1][C:2]1[CH:26]=[CH:25][C:5]([CH2:6][N:7]2[CH2:12][CH2:11][CH2:10][CH:9]([C:13]3[C:21]4[C:16](=[CH:17][CH:18]=[CH:19][CH:20]=4)[NH:15][C:14]=3[C:22]([N:47]3[CH2:52][CH2:51][O:50][CH2:49][CH2:48]3)=[O:24])[CH2:8]2)=[C:4]([F:27])[CH:3]=1.